The task is: Predict the reactants needed to synthesize the given product.. This data is from Full USPTO retrosynthesis dataset with 1.9M reactions from patents (1976-2016). (1) Given the product [CH3:13][NH:14][CH2:16][CH2:17][CH:18]([O:24][C:25]1[C:34]2[C:29](=[CH:30][CH:31]=[CH:32][CH:33]=2)[CH:28]=[CH:27][CH:26]=1)[C:19]1[S:20][CH:21]=[CH:22][CH:23]=1, predict the reactants needed to synthesize it. The reactants are: FC1C2C(=CC=CC=2)C=CC=1.[K].[CH3:13][N:14]([CH2:16][CH2:17][CH:18]([O:24][C:25]1[C:34]2[C:29](=[CH:30][CH:31]=[CH:32][CH:33]=2)[CH:28]=[CH:27][CH:26]=1)[C:19]1[S:20][CH:21]=[CH:22][CH:23]=1)C.ClC(OC1C=CC=CC=1)=O.ClC(OCC(Cl)(Cl)Cl)=O.C(=O)([O-])N. (2) Given the product [F:15][C:16]1[CH:21]=[CH:20][C:19]([S:22]([NH:14][CH:11]2[CH2:10][N:5]3[C:6]4[C:2]([CH:3]=[C:4]3[CH2:13][CH2:12]2)=[CH:1][CH:9]=[CH:8][CH:7]=4)(=[O:24])=[O:23])=[CH:18][CH:17]=1, predict the reactants needed to synthesize it. The reactants are: [CH:1]1[CH:9]=[CH:8][CH:7]=[C:6]2[C:2]=1[CH:3]=[C:4]1[CH2:13][CH2:12][CH:11]([NH2:14])[CH2:10][N:5]12.[F:15][C:16]1[CH:21]=[CH:20][C:19]([S:22](Cl)(=[O:24])=[O:23])=[CH:18][CH:17]=1.C(N(CC)CC)C.C([O-])(O)=O.[Na+]. (3) Given the product [CH2:4]([O:3][P:1]([O:11][CH2:12][C:13]1[CH:14]=[CH:15][CH:16]=[C:17]2[C:22]=1[C:21]([C:23]([OH:27])=[O:24])=[CH:20][CH:19]=[CH:18]2)([O:7][CH2:8][CH:9]=[CH2:10])=[O:2])[CH:5]=[CH2:6], predict the reactants needed to synthesize it. The reactants are: [P:1]([O:11][CH2:12][C:13]1[C:22]2[C:17](=[CH:18][CH:19]=[CH:20][C:21]=2[CH2:23][OH:24])[CH:16]=[CH:15][CH:14]=1)([O:7][CH2:8][CH:9]=[CH2:10])([O:3][CH2:4][CH:5]=[CH2:6])=[O:2].CC(C)=[O:27].OS(O)(=O)=O.O=[Cr](=O)=O.S(=O)(=O)(O)O.CC(O)C. (4) The reactants are: Cl[C:2]1[CH:7]=[C:6]([CH2:8][N:9]2[C:13]([CH3:15])([CH3:14])[C:12](=[O:16])[N:11]([C:17]3[CH:22]=[CH:21][C:20]([S:23][C:24]([F:27])([F:26])[F:25])=[CH:19][CH:18]=3)[C:10]2=[O:28])[CH:5]=[CH:4][N:3]=1.[N:29]1([C:35]([NH2:37])=[O:36])[CH2:34][CH2:33][CH2:32][CH2:31][CH2:30]1. Given the product [CH3:14][C:13]1([CH3:15])[N:9]([CH2:8][C:6]2[CH:5]=[CH:4][N:3]=[C:2]([NH:37][C:35]([N:29]3[CH2:34][CH2:33][CH2:32][CH2:31][CH2:30]3)=[O:36])[CH:7]=2)[C:10](=[O:28])[N:11]([C:17]2[CH:22]=[CH:21][C:20]([S:23][C:24]([F:27])([F:26])[F:25])=[CH:19][CH:18]=2)[C:12]1=[O:16], predict the reactants needed to synthesize it. (5) Given the product [N:13]1([C:10]([C:7]2[CH:8]=[C:9]3[C:4]([CH:3]=[N:2][NH:1]3)=[CH:5][CH:6]=2)=[O:12])[CH2:18][CH2:17][CH2:16][C@@H:15]2[C:19]3[CH:20]=[CH:21][CH:22]=[CH:23][C:24]=3[CH2:25][C@H:14]12, predict the reactants needed to synthesize it. The reactants are: [NH:1]1[C:9]2[C:4](=[CH:5][CH:6]=[C:7]([C:10]([OH:12])=O)[CH:8]=2)[CH:3]=[N:2]1.[NH:13]1[CH2:18][CH2:17][CH2:16][C@@H:15]2[C:19]3[CH:20]=[CH:21][CH:22]=[CH:23][C:24]=3[CH2:25][C@H:14]12.F[P-](F)(F)(F)(F)F.N1(OC(N(C)C)=[N+](C)C)C2N=CC=CC=2N=N1. (6) The reactants are: N1C=CC=CC=1.[I:7][C:8]1[CH:13]=[CH:12][C:11]([S:14](Cl)(=[O:16])=[O:15])=[CH:10][CH:9]=1.[NH2:18][CH2:19][C:20]1[CH:25]=[CH:24][N:23]=[CH:22][CH:21]=1. Given the product [I:7][C:8]1[CH:13]=[CH:12][C:11]([S:14]([NH:18][CH2:19][C:20]2[CH:25]=[CH:24][N:23]=[CH:22][CH:21]=2)(=[O:16])=[O:15])=[CH:10][CH:9]=1, predict the reactants needed to synthesize it.